Dataset: Forward reaction prediction with 1.9M reactions from USPTO patents (1976-2016). Task: Predict the product of the given reaction. Given the reactants [NH2:1][CH2:2][C:3]1([C:16]2[CH:21]=[CH:20][CH:19]=[CH:18][CH:17]=2)[CH2:8][CH2:7][N:6]([C:9]([O:11][C:12]([CH3:15])([CH3:14])[CH3:13])=[O:10])[CH2:5][CH2:4]1.C(N(C(C)C)CC)(C)C.[CH3:31][O:32][CH2:33][C:34](Cl)=[O:35].O, predict the reaction product. The product is: [CH3:31][O:32][CH2:33][C:34]([NH:1][CH2:2][C:3]1([C:16]2[CH:17]=[CH:18][CH:19]=[CH:20][CH:21]=2)[CH2:8][CH2:7][N:6]([C:9]([O:11][C:12]([CH3:14])([CH3:15])[CH3:13])=[O:10])[CH2:5][CH2:4]1)=[O:35].